From a dataset of Full USPTO retrosynthesis dataset with 1.9M reactions from patents (1976-2016). Predict the reactants needed to synthesize the given product. Given the product [OH:9][CH2:7][C@H:4]1[CH2:3][CH2:2][C@H:1]([C:10]([O:12][CH3:14])=[O:11])[CH2:6][CH2:5]1, predict the reactants needed to synthesize it. The reactants are: [C@H:1]1([C:10]([O-:12])=[O:11])[CH2:6][CH2:5][C@H:4]([C:7]([O-:9])=O)[CH2:3][CH2:2]1.O.[C:14](=O)([O-])O.[Na+].